From a dataset of Catalyst prediction with 721,799 reactions and 888 catalyst types from USPTO. Predict which catalyst facilitates the given reaction. (1) Reactant: F[C:2]1[CH:7]=[CH:6][C:5]([N+:8]([O-:10])=[O:9])=[CH:4][CH:3]=1.Cl.[NH2:12][C@@H:13]([CH:21]([CH3:23])[CH3:22])[C:14]([O:16][C:17]([CH3:20])([CH3:19])[CH3:18])=[O:15].C([O-])([O-])=O.[K+].[K+].CCOC(C)=O. Product: [CH3:22][CH:21]([CH3:23])[C@H:13]([NH:12][C:2]1[CH:7]=[CH:6][C:5]([N+:8]([O-:10])=[O:9])=[CH:4][CH:3]=1)[C:14]([O:16][C:17]([CH3:20])([CH3:19])[CH3:18])=[O:15]. The catalyst class is: 16. (2) Reactant: [Br:1][C:2]1[CH:10]=[C:9]2[C:5]([CH:6]=[N:7][NH:8]2)=[CH:4][CH:3]=1.C(N(CC)CC)C.[CH3:18][C:19]([O:22][C:23](O[C:23]([O:22][C:19]([CH3:21])([CH3:20])[CH3:18])=[O:24])=[O:24])([CH3:21])[CH3:20]. Product: [Br:1][C:2]1[CH:10]=[C:9]2[C:5]([CH:6]=[N:7][N:8]2[C:23]([O:22][C:19]([CH3:21])([CH3:20])[CH3:18])=[O:24])=[CH:4][CH:3]=1. The catalyst class is: 594. (3) The catalyst class is: 59. Reactant: [C:1]([CH:5]1[CH2:14][CH2:13][C:12]2[N:11]=[C:10]3[S:15][C:16]([C:18]([OH:20])=O)=[CH:17][C:9]3=[CH:8][C:7]=2[CH2:6]1)([CH3:4])([CH3:3])[CH3:2].S(Cl)([Cl:23])=O. Product: [C:1]([CH:5]1[CH2:14][CH2:13][C:12]2[N:11]=[C:10]3[S:15][C:16]([C:18]([Cl:23])=[O:20])=[CH:17][C:9]3=[CH:8][C:7]=2[CH2:6]1)([CH3:4])([CH3:3])[CH3:2]. (4) Reactant: [CH3:1][O:2][C:3]1[C:12]2[NH:11][CH2:10][C@@H:9]3[CH2:13][N:14](C(OC(C)(C)C)=O)[CH2:15][C@@H:8]3[C:7]=2[CH:6]=[CH:5][CH:4]=1.FC(F)(F)C(O)=O. Product: [CH3:1][O:2][C:3]1[C:12]2[NH:11][CH2:10][C@@H:9]3[CH2:13][NH:14][CH2:15][C@@H:8]3[C:7]=2[CH:6]=[CH:5][CH:4]=1. The catalyst class is: 2. (5) Reactant: [CH2:1]([N:8]([CH2:29][CH3:30])[C:9](=[O:28])[CH2:10][O:11][C:12]1[CH:17]=[CH:16][C:15]([CH2:18][C@H:19]([O:25][CH2:26][CH3:27])[C:20]([O:22]CC)=[O:21])=[CH:14][CH:13]=1)[C:2]1[CH:7]=[CH:6][CH:5]=[CH:4][CH:3]=1.[Li+].[OH-].Cl. Product: [CH2:1]([N:8]([CH2:29][CH3:30])[C:9](=[O:28])[CH2:10][O:11][C:12]1[CH:17]=[CH:16][C:15]([CH2:18][C@H:19]([O:25][CH2:26][CH3:27])[C:20]([OH:22])=[O:21])=[CH:14][CH:13]=1)[C:2]1[CH:7]=[CH:6][CH:5]=[CH:4][CH:3]=1. The catalyst class is: 10. (6) Reactant: [Cl:1][C:2]1[C:3]([F:34])=[C:4]([C@H:8]([NH:10][C:11]([C@@H:13]2[CH2:18][C@@H:17]3[C@@H:15]([CH2:16]3)[N:14]2[C:19](=[O:33])[CH2:20][N:21]2[C:25]3=[CH:26][N:27]=[CH:28][CH:29]=[C:24]3[C:23]([C:30]([NH2:32])=[O:31])=[N:22]2)=[O:12])[CH3:9])[CH:5]=[CH:6][CH:7]=1.ClC1C=C(C=CC=1)C(OO)=[O:40]. Product: [C:30]([C:23]1[C:24]2[C:25](=[CH:26][N+:27]([O-:40])=[CH:28][CH:29]=2)[N:21]([CH2:20][C:19]([N:14]2[C@H:13]([C:11](=[O:12])[NH:10][C@@H:8]([C:4]3[CH:5]=[CH:6][CH:7]=[C:2]([Cl:1])[C:3]=3[F:34])[CH3:9])[CH2:18][C@@H:17]3[C@H:15]2[CH2:16]3)=[O:33])[N:22]=1)(=[O:31])[NH2:32]. The catalyst class is: 15.